The task is: Regression. Given two drug SMILES strings and cell line genomic features, predict the synergy score measuring deviation from expected non-interaction effect.. This data is from NCI-60 drug combinations with 297,098 pairs across 59 cell lines. (1) Drug 1: CC1C(C(CC(O1)OC2CC(CC3=C2C(=C4C(=C3O)C(=O)C5=C(C4=O)C(=CC=C5)OC)O)(C(=O)CO)O)N)O. Drug 2: COCCOC1=C(C=C2C(=C1)C(=NC=N2)NC3=CC=CC(=C3)C#C)OCCOC. Cell line: SW-620. Synergy scores: CSS=66.8, Synergy_ZIP=2.39, Synergy_Bliss=1.60, Synergy_Loewe=-13.6, Synergy_HSA=3.62. (2) Drug 1: CC12CCC(CC1=CCC3C2CCC4(C3CC=C4C5=CN=CC=C5)C)O. Drug 2: CC1=C(N=C(N=C1N)C(CC(=O)N)NCC(C(=O)N)N)C(=O)NC(C(C2=CN=CN2)OC3C(C(C(C(O3)CO)O)O)OC4C(C(C(C(O4)CO)O)OC(=O)N)O)C(=O)NC(C)C(C(C)C(=O)NC(C(C)O)C(=O)NCCC5=NC(=CS5)C6=NC(=CS6)C(=O)NCCC[S+](C)C)O. Cell line: RPMI-8226. Synergy scores: CSS=40.5, Synergy_ZIP=3.84, Synergy_Bliss=-1.54, Synergy_Loewe=-5.59, Synergy_HSA=-4.76. (3) Drug 1: C1=C(C(=O)NC(=O)N1)F. Drug 2: C1=CC(=CC=C1C#N)C(C2=CC=C(C=C2)C#N)N3C=NC=N3. Cell line: SN12C. Synergy scores: CSS=19.5, Synergy_ZIP=1.70, Synergy_Bliss=0.898, Synergy_Loewe=-2.70, Synergy_HSA=-1.05.